Dataset: Peptide-MHC class I binding affinity with 185,985 pairs from IEDB/IMGT. Task: Regression. Given a peptide amino acid sequence and an MHC pseudo amino acid sequence, predict their binding affinity value. This is MHC class I binding data. (1) The peptide sequence is LLQMEDKAWL. The MHC is HLA-B08:01 with pseudo-sequence HLA-B08:01. The binding affinity (normalized) is 0.297. (2) The peptide sequence is SFQVDCFLW. The MHC is HLA-A24:02 with pseudo-sequence HLA-A24:02. The binding affinity (normalized) is 0.521. (3) The peptide sequence is KTPDYPLIDI. The MHC is HLA-A02:06 with pseudo-sequence HLA-A02:06. The binding affinity (normalized) is 0.391. (4) The peptide sequence is MKWGMEMRR. The MHC is HLA-B18:01 with pseudo-sequence HLA-B18:01. The binding affinity (normalized) is 0.0847. (5) The peptide sequence is VSFDQNLDY. The binding affinity (normalized) is 0.0847. The MHC is HLA-A26:01 with pseudo-sequence HLA-A26:01.